This data is from Full USPTO retrosynthesis dataset with 1.9M reactions from patents (1976-2016). The task is: Predict the reactants needed to synthesize the given product. (1) Given the product [ClH:22].[CH2:15]([C@H:10]1[CH2:9][NH:8][CH2:12][C@@H:11]1[CH2:13][OH:14])[C:16]1[CH:21]=[CH:20][CH:19]=[CH:18][CH:17]=1, predict the reactants needed to synthesize it. The reactants are: C(OC([N:8]1[CH2:12][C@H:11]([CH2:13][OH:14])[C@@H:10]([CH2:15][C:16]2[CH:21]=[CH:20][CH:19]=[CH:18][CH:17]=2)[CH2:9]1)=O)(C)(C)C.[ClH:22].O1CCOCC1. (2) The reactants are: C1(P(C2C=CC=CC=2)C2C=CC=CC=2)C=CC=CC=1.BrN1C(=O)CCC1=O.[Cl:28][C:29]1[CH:30]=[C:31]([CH:39]([CH2:43][CH:44]2[CH2:48][CH2:47][O:46][CH2:45]2)[C:40]([OH:42])=O)[CH:32]=[CH:33][C:34]=1[S:35]([CH3:38])(=[O:37])=[O:36].[NH2:49][C:50]1[CH:55]=[N:54][CH:53]=[CH:52][N:51]=1.N1C=CC=CC=1. Given the product [Cl:28][C:29]1[CH:30]=[C:31]([CH:39]([CH2:43][CH:44]2[CH2:48][CH2:47][O:46][CH2:45]2)[C:40]([NH:49][C:50]2[CH:55]=[N:54][CH:53]=[CH:52][N:51]=2)=[O:42])[CH:32]=[CH:33][C:34]=1[S:35]([CH3:38])(=[O:36])=[O:37], predict the reactants needed to synthesize it.